This data is from Catalyst prediction with 721,799 reactions and 888 catalyst types from USPTO. The task is: Predict which catalyst facilitates the given reaction. (1) Reactant: [Cl:1][C:2]1[CH:7]=[C:6]([Cl:8])[CH:5]=[CH:4][C:3]=1[C:9]1([O:34][Si:35]([CH2:40][CH3:41])([CH2:38][CH3:39])[CH2:36][CH3:37])[C:17]2[C:12](=[CH:13][C:14](I)=[CH:15][C:16]=2[C:18]([F:21])([F:20])[F:19])[N:11]([CH2:23][C@H:24]2[CH2:27][C@H:26]([N:28]([CH2:31][CH3:32])[CH2:29][CH3:30])[CH2:25]2)[C:10]1=[O:33].[OH2:42]. Product: [Cl:1][C:2]1[CH:7]=[C:6]([Cl:8])[CH:5]=[CH:4][C:3]=1[C:9]1([O:34][Si:35]([CH2:40][CH3:41])([CH2:38][CH3:39])[CH2:36][CH3:37])[C:17]2[C:12](=[CH:13][C:14]([C:4]3[O:42][CH:7]=[CH:2][CH:3]=3)=[CH:15][C:16]=2[C:18]([F:21])([F:20])[F:19])[N:11]([CH2:23][C@H:24]2[CH2:27][C@H:26]([N:28]([CH2:31][CH3:32])[CH2:29][CH3:30])[CH2:25]2)[C:10]1=[O:33]. The catalyst class is: 11. (2) Reactant: [Br:1][C:2]1[CH:20]=[CH:19][C:5]2[C:6]3[N:7]=[C:8]([C:14]4O[CH:16]=[N:17][N:18]=4)[S:9][C:10]=3[CH2:11][CH2:12][O:13][C:4]=2[CH:3]=1.Cl.[CH:22]([NH2:25])([CH3:24])[CH3:23]. Product: [Br:1][C:2]1[CH:20]=[CH:19][C:5]2[C:6]3[N:7]=[C:8]([C:14]4[N:25]([CH:22]([CH3:24])[CH3:23])[CH:16]=[N:17][N:18]=4)[S:9][C:10]=3[CH2:11][CH2:12][O:13][C:4]=2[CH:3]=1. The catalyst class is: 17. (3) Reactant: [CH3:1][C:2]1[N:7]=[C:6]([NH:8][CH2:9][C:10]2[CH:15]=[CH:14][C:13]([C:16]([F:19])([F:18])[F:17])=[CH:12][CH:11]=2)[N:5]=[C:4]([NH2:20])[C:3]=1[NH2:21].[C:22]([CH2:26][C:27](Cl)=[O:28])([CH3:25])([CH3:24])[CH3:23]. Product: [NH2:20][C:4]1[C:3]([NH:21][C:27](=[O:28])[CH2:26][C:22]([CH3:25])([CH3:24])[CH3:23])=[C:2]([CH3:1])[N:7]=[C:6]([NH:8][CH2:9][C:10]2[CH:11]=[CH:12][C:13]([C:16]([F:18])([F:19])[F:17])=[CH:14][CH:15]=2)[N:5]=1. The catalyst class is: 10. (4) Reactant: [CH2:1]([C:3]1[CH:4]=[C:5]([CH:8]=[CH:9][C:10]=1[N:11]([CH3:22])[C:12]1[N:17]=[CH:16][C:15]2[N:18]=[CH:19][N:20]([CH3:21])[C:14]=2[CH:13]=1)[C:6]#[N:7])[CH3:2].[NH2:23][OH:24].C(Cl)Cl.O. Product: [CH2:1]([C:3]1[CH:4]=[C:5]([CH:8]=[CH:9][C:10]=1[N:11]([CH3:22])[C:12]1[N:17]=[CH:16][C:15]2[N:18]=[CH:19][N:20]([CH3:21])[C:14]=2[CH:13]=1)[C:6](=[N:23][OH:24])[NH2:7])[CH3:2]. The catalyst class is: 8. (5) Reactant: P(Cl)(Cl)([Cl:3])=O.[C:6]([C:14]1[C:15]([C:20]2[NH:29][C:28](=O)[C:27]3[C:22](=[CH:23][CH:24]=[CH:25][CH:26]=3)[N:21]=2)=[N:16][CH:17]=[CH:18][CH:19]=1)(=[O:13])[C:7]1[CH:12]=[CH:11][CH:10]=[CH:9][CH:8]=1.CN(C)C1C=CC=CC=1. Product: [Cl:3][C:28]1[C:27]2[C:22](=[CH:23][CH:24]=[CH:25][CH:26]=2)[N:21]=[C:20]([C:15]2[C:14]([C:6]([C:7]3[CH:12]=[CH:11][CH:10]=[CH:9][CH:8]=3)=[O:13])=[CH:19][CH:18]=[CH:17][N:16]=2)[N:29]=1. The catalyst class is: 48.